From a dataset of Forward reaction prediction with 1.9M reactions from USPTO patents (1976-2016). Predict the product of the given reaction. (1) The product is: [CH2:1]([O:3][C:4](=[O:20])[C:5]1[CH:17]=[C:16]([CH:18]=[O:19])[CH:15]=[C:7]([C:8]([N:10]([CH3:14])[CH2:11][CH2:12][CH3:13])=[O:9])[CH:6]=1)[CH3:2]. Given the reactants [CH2:1]([O:3][C:4](=[O:20])[C:5]1[CH:17]=[C:16]([CH2:18][OH:19])[CH:15]=[C:7]([C:8]([N:10]([CH3:14])[CH2:11][CH2:12][CH3:13])=[O:9])[CH:6]=1)[CH3:2].CC(OI1(OC(C)=O)(OC(C)=O)OC(=O)C2C=CC=CC1=2)=O.C(OCC)C.C(=O)(O)[O-].[Na+], predict the reaction product. (2) Given the reactants [CH3:1][S:2]([N:5]1[C@H:9]([CH2:10][O:11][CH2:12][C:13]2[CH:18]=[C:17]([F:19])[C:16]([F:20])=[CH:15][C:14]=2[F:21])[CH2:8][C@@H:7]([SH:22])[CH2:6]1)(=[O:4])=[O:3].[NH:23]([C:40]([CH3:42])=[O:41])[C@H:24]([C:37]([OH:39])=[O:38])[CH2:25][S:26]SC1N=CC=CC=1[N+]([O-])=O, predict the reaction product. The product is: [C:40]([NH:23][C@@H:24]([CH2:25][S:26][S:22][C@@H:7]1[CH2:8][C@@H:9]([CH2:10][O:11][CH2:12][C:13]2[CH:18]=[C:17]([F:19])[C:16]([F:20])=[CH:15][C:14]=2[F:21])[N:5]([S:2]([CH3:1])(=[O:4])=[O:3])[CH2:6]1)[C:37]([OH:39])=[O:38])(=[O:41])[CH3:42]. (3) Given the reactants [F:1][C:2]1[CH:3]=[C:4]2[C:8](=[CH:9][CH:10]=1)[NH:7][C:6]([CH:11]=[O:12])=[CH:5]2.CO.C1(C)C=CC(S([CH2:24][N+:25]#[C-:26])(=O)=O)=CC=1.C(=O)([O-])[O-].[K+].[K+], predict the reaction product. The product is: [F:1][C:2]1[CH:3]=[C:4]2[C:8](=[CH:9][CH:10]=1)[NH:7][C:6]([C:11]1[O:12][CH:26]=[N:25][CH:24]=1)=[CH:5]2. (4) Given the reactants [H-].[Na+].[CH3:3][S:4]([C:7]1[CH:12]=[CH:11][C:10]([SH:13])=[CH:9][CH:8]=1)(=[O:6])=[O:5].[C:14]([O:18][C:19]([N:21]1[CH2:26][CH2:25][CH:24]([CH2:27][CH2:28][CH2:29]OS(C)(=O)=O)[CH2:23][CH2:22]1)=[O:20])([CH3:17])([CH3:16])[CH3:15], predict the reaction product. The product is: [C:14]([O:18][C:19]([N:21]1[CH2:26][CH2:25][CH:24]([CH2:27][CH2:28][CH2:29][S:13][C:10]2[CH:11]=[CH:12][C:7]([S:4]([CH3:3])(=[O:6])=[O:5])=[CH:8][CH:9]=2)[CH2:23][CH2:22]1)=[O:20])([CH3:17])([CH3:16])[CH3:15]. (5) Given the reactants [CH2:1]([O:8][C:9](=[O:16])[NH:10][C@@H:11]([CH3:15])[CH2:12][CH2:13][OH:14])[C:2]1[CH:7]=[CH:6][CH:5]=[CH:4][CH:3]=1.[Si:17](Cl)([C:20]([CH3:23])([CH3:22])[CH3:21])(C)C.N1C=CN=C1, predict the reaction product. The product is: [CH2:1]([O:8][C:9](=[O:16])[NH:10][C@@H:11]([CH3:15])[CH2:12][CH2:13][O:14][SiH2:17][C:20]([CH3:23])([CH3:22])[CH3:21])[C:2]1[CH:7]=[CH:6][CH:5]=[CH:4][CH:3]=1.